Dataset: TCR-epitope binding with 47,182 pairs between 192 epitopes and 23,139 TCRs. Task: Binary Classification. Given a T-cell receptor sequence (or CDR3 region) and an epitope sequence, predict whether binding occurs between them. (1) The TCR CDR3 sequence is CASSEIGQGVLF. Result: 1 (the TCR binds to the epitope). The epitope is FLPRVFSAV. (2) The epitope is LLMPILTLT. The TCR CDR3 sequence is CASSLAPDLAYNEQFF. Result: 1 (the TCR binds to the epitope). (3) The epitope is LPPAYTNSF. The TCR CDR3 sequence is CASSIGTGEAQPQHF. Result: 0 (the TCR does not bind to the epitope). (4) The epitope is IVDTVSALV. The TCR CDR3 sequence is CASSQGVGDTTAEQYF. Result: 0 (the TCR does not bind to the epitope). (5) Result: 0 (the TCR does not bind to the epitope). The epitope is AYAQKIFKI. The TCR CDR3 sequence is CASSELASGISEQFF. (6) The epitope is LPAADLDDF. The TCR CDR3 sequence is CATSDGGSGDGYTF. Result: 0 (the TCR does not bind to the epitope). (7) The epitope is KLWAQCVQL. The TCR CDR3 sequence is CASSFTGPATQYF. Result: 1 (the TCR binds to the epitope). (8) The epitope is VTIAEILLI. The TCR CDR3 sequence is CASSSAGGGIYNEQFF. Result: 1 (the TCR binds to the epitope). (9) The epitope is ATDALMTGY. The TCR CDR3 sequence is CASSQIGTVNYEQYF. Result: 0 (the TCR does not bind to the epitope).